Dataset: Full USPTO retrosynthesis dataset with 1.9M reactions from patents (1976-2016). Task: Predict the reactants needed to synthesize the given product. (1) The reactants are: [C:1]1([S:7]([C:10]2[CH:15]=[CH:14][CH:13]=[CH:12][CH:11]=2)(=[O:9])=[O:8])[CH:6]=[CH:5][CH:4]=[CH:3][CH:2]=1.BrC1C=CC(O)=CC=1[Cl:24].[F:25][C:26]1[CH:27]=[CH:28][C:29]([O:35][CH3:36])=[C:30](B(O)O)[CH:31]=1. Given the product [C:1]1([S:7]([C:10]2[CH:15]=[CH:14][C:13]([C:28]3[CH:27]=[C:26]([F:25])[CH:31]=[CH:30][C:29]=3[O:35][CH3:36])=[C:12]([Cl:24])[CH:11]=2)(=[O:9])=[O:8])[CH:2]=[CH:3][CH:4]=[CH:5][CH:6]=1, predict the reactants needed to synthesize it. (2) Given the product [CH3:16][C:17]1[CH:22]=[C:21]([C:23]2[C:28]([CH3:29])=[CH:27][C:26]([CH2:30][NH:31][C:13](=[O:15])[C:10]3[CH:9]=[CH:8][C:7]([C:2]4[CH:3]=[N:4][CH:5]=[CH:6][N:1]=4)=[CH:12][N:11]=3)=[CH:25][N:24]=2)[CH:20]=[CH:19][N:18]=1, predict the reactants needed to synthesize it. The reactants are: [N:1]1[CH:6]=[CH:5][N:4]=[CH:3][C:2]=1[C:7]1[CH:8]=[CH:9][C:10]([C:13]([OH:15])=O)=[N:11][CH:12]=1.[CH3:16][C:17]1[CH:22]=[C:21]([C:23]2[C:28]([CH3:29])=[CH:27][C:26]([CH2:30][NH2:31])=[CH:25][N:24]=2)[CH:20]=[CH:19][N:18]=1.F[P-](F)(F)(F)(F)F.N1(OC(N(C)C)=[N+](C)C)C2N=CC=CC=2N=N1.CCN(C(C)C)C(C)C. (3) Given the product [C:8]([C:4]1[CH:12]=[CH:11][CH:7]=[CH:6][CH:5]=1)(=[O:9])[C:7]1[CH:11]=[CH:12][CH:4]=[CH:5][CH:6]=1, predict the reactants needed to synthesize it. The reactants are: [N+]([C:4]1[CH:12]=[CH:11][C:7]([C:8](Cl)=[O:9])=[CH:6][CH:5]=1)([O-])=O.[Cl-].[Al+3].[Cl-].[Cl-]. (4) The reactants are: [C:1]([O:5][C:6]([N:8]1[CH2:13][CH2:12][CH:11]([OH:14])[CH2:10][CH2:9]1)=[O:7])([CH3:4])([CH3:3])[CH3:2].[H-].[Na+].[CH3:17]I. Given the product [C:1]([O:5][C:6]([N:8]1[CH2:13][CH2:12][CH:11]([O:14][CH3:17])[CH2:10][CH2:9]1)=[O:7])([CH3:4])([CH3:2])[CH3:3], predict the reactants needed to synthesize it. (5) Given the product [CH3:1][C:2]([C:8]1[CH:13]=[CH:12][CH:11]=[CH:10][CH:9]=1)([CH3:7])[CH2:3][C:4]([Cl:17])=[O:5], predict the reactants needed to synthesize it. The reactants are: [CH3:1][C:2]([C:8]1[CH:13]=[CH:12][CH:11]=[CH:10][CH:9]=1)([CH3:7])[CH2:3][C:4](O)=[O:5].C(Cl)(=O)C([Cl:17])=O. (6) Given the product [C:1]([O:5][C:6](=[O:22])[N:7]([C:8]1[CH:9]=[N:10][C:11]([Cl:21])=[CH:12][C:13]=1[C:14]1[CH:19]=[CH:18][CH:17]=[CH:16][C:15]=1[Cl:20])[CH3:23])([CH3:4])([CH3:2])[CH3:3], predict the reactants needed to synthesize it. The reactants are: [C:1]([O:5][C:6](=[O:22])[NH:7][C:8]1[CH:9]=[N:10][C:11]([Cl:21])=[CH:12][C:13]=1[C:14]1[CH:19]=[CH:18][CH:17]=[CH:16][C:15]=1[Cl:20])([CH3:4])([CH3:3])[CH3:2].[CH3:23]N(C)C=O.CI.